From a dataset of Reaction yield outcomes from USPTO patents with 853,638 reactions. Predict the reaction yield, written as a fraction of the theoretical maximum amount of product (1.0 means a 100% yield; for example, 0.34 means a 34% yield). (1) The reactants are [CH:1]1([C:4]([N:6]2[CH2:10][CH2:9][C@@H:8]([CH2:11][NH:12][C:13]3[CH:14]=[C:15]([CH:18]=[CH:19][C:20]=3[N+:21]([O-])=O)[C:16]#[N:17])[CH2:7]2)=[O:5])[CH2:3][CH2:2]1. The catalyst is C(O)C.[Pd]. The product is [NH2:21][C:20]1[CH:19]=[CH:18][C:15]([C:16]#[N:17])=[CH:14][C:13]=1[NH:12][CH2:11][C@@H:8]1[CH2:9][CH2:10][N:6]([C:4]([CH:1]2[CH2:2][CH2:3]2)=[O:5])[CH2:7]1. The yield is 0.920. (2) The catalyst is CN(C=O)C.CCOC(C)=O.O. The product is [Br:1][C:2]1[CH:22]=[CH:21][C:5]2[N:6]([C:17]([CH3:18])([CH3:19])[CH3:20])[C:7]([C:9]3[CH:16]=[CH:15][CH:14]=[CH:13][C:10]=3[C:11]3[N:23]=[N:24][NH:25][N:12]=3)=[N:8][C:4]=2[CH:3]=1. The reactants are [Br:1][C:2]1[CH:22]=[CH:21][C:5]2[N:6]([C:17]([CH3:20])([CH3:19])[CH3:18])[C:7]([C:9]3[CH:16]=[CH:15][CH:14]=[CH:13][C:10]=3[C:11]#[N:12])=[N:8][C:4]=2[CH:3]=1.[N-:23]=[N+:24]=[N-:25].[Na+].[NH4+].[Cl-]. The yield is 0.850. (3) The yield is 0.200. The reactants are C([O:5]OC(C)(C)C)(C)(C)C.[Se](=O)=O.[C:14]([C@H:18]1[CH2:23][CH2:22][C@H:21]([O:24][C:25]2[CH:26]=[C:27]3[C:32](=[CH:33][CH:34]=2)[N:31]=[C:30]([CH3:35])[CH:29]=[CH:28]3)[CH2:20][CH2:19]1)([CH3:17])([CH3:16])[CH3:15]. The catalyst is O1CCOCC1.C(Cl)(Cl)Cl. The product is [C:14]([C@H:18]1[CH2:23][CH2:22][C@H:21]([O:24][C:25]2[CH:26]=[C:27]3[C:32](=[CH:33][CH:34]=2)[N:31]=[C:30]([CH:35]=[O:5])[CH:29]=[CH:28]3)[CH2:20][CH2:19]1)([CH3:17])([CH3:16])[CH3:15]. (4) The reactants are [CH3:1][N:2]1[C:11](=[O:12])[C:10]2[NH:9][CH:8]=[N:7][C:6]=2[NH:5][C:3]1=[O:4].[C:13](Cl)(=[O:17])[C:14](Cl)=O.CN(C=O)C.[CH3:24][NH:25][C:26]1[CH:31]=[CH:30][C:29]([CH:32]([CH3:34])[CH3:33])=[CH:28][CH:27]=1. The catalyst is C(Cl)(Cl)Cl.CC#N. The product is [CH:32]([C:29]1[CH:30]=[CH:31][C:26]([N:25]([CH3:24])[C:13](=[O:17])[CH2:14][N:9]2[C:10]3[C:11](=[O:12])[N:2]([CH3:1])[C:3](=[O:4])[NH:5][C:6]=3[N:7]=[CH:8]2)=[CH:27][CH:28]=1)([CH3:34])[CH3:33]. The yield is 0.510. (5) The reactants are [F:1][C:2]([F:23])([F:22])[C:3]([NH:5][C:6]1[CH:11]=[CH:10][CH:9]=[C:8]([O:12][C:13]2[CH:18]=[CH:17][C:16]([N+:19]([O-])=O)=[CH:15][CH:14]=2)[CH:7]=1)=[O:4]. The catalyst is C(OCC)(=O)C.[C].[Pd]. The product is [NH2:19][C:16]1[CH:17]=[CH:18][C:13]([O:12][C:8]2[CH:7]=[C:6]([NH:5][C:3](=[O:4])[C:2]([F:1])([F:22])[F:23])[CH:11]=[CH:10][CH:9]=2)=[CH:14][CH:15]=1. The yield is 0.990. (6) The reactants are [CH2:1]([O:3][C:4]([C:6]1[S:7][C:8]([S:29][CH3:30])=[C:9]([C:27]#[N:28])[C:10]=1[C:11]1[CH:16]=[CH:15][C:14]([O:17][CH2:18][CH2:19][NH:20]C(=O)C(C)(C)C)=[CH:13][CH:12]=1)=[O:5])[CH3:2].[F:31][C:32]([F:37])([F:36])[C:33]([OH:35])=[O:34]. The catalyst is C(Cl)Cl. The product is [F:31][C:32]([F:37])([F:36])[C:33]([OH:35])=[O:34].[CH2:1]([O:3][C:4]([C:6]1[S:7][C:8]([S:29][CH3:30])=[C:9]([C:27]#[N:28])[C:10]=1[C:11]1[CH:16]=[CH:15][C:14]([O:17][CH2:18][CH2:19][NH2:20])=[CH:13][CH:12]=1)=[O:5])[CH3:2]. The yield is 1.00. (7) The reactants are [CH:1]([C:3]1[C:4](=[O:13])[NH:5][C:6]2[C:12]=1[CH:11]=[CH:10][CH:9]=[CH:8][CH:7]=2)=O.[C:14]1([NH2:21])[CH:19]=[CH:18][CH:17]=[CH:16][C:15]=1[NH2:20].S(=O)(O)[O-].[Na+]. The catalyst is C(O)C.O. The product is [N:20]1[C:15]2[CH:16]=[CH:17][CH:18]=[CH:19][C:14]=2[NH:21][C:1]=1[C:3]1[C:4](=[O:13])[NH:5][C:6]2[C:12]=1[CH:11]=[CH:10][CH:9]=[CH:8][CH:7]=2. The yield is 0.950.